Dataset: Full USPTO retrosynthesis dataset with 1.9M reactions from patents (1976-2016). Task: Predict the reactants needed to synthesize the given product. (1) Given the product [CH2:1]([O:3][C:4]([C:6]1[N:14]([CH3:15])[C:13]2[CH:12]=[CH:11][N:10]=[CH:9][C:8]=2[C:7]=1[NH:16][C:19]1[CH:20]=[CH:21][C:22]([CH:24]([CH3:26])[CH3:25])=[CH:23][C:18]=1[Cl:17])=[O:5])[CH3:2], predict the reactants needed to synthesize it. The reactants are: [CH2:1]([O:3][C:4]([C:6]1[N:14]([CH3:15])[C:13]2[CH:12]=[CH:11][N:10]=[CH:9][C:8]=2[C:7]=1[NH2:16])=[O:5])[CH3:2].[Cl:17][C:18]1[CH:23]=[C:22]([CH:24]([CH3:26])[CH3:25])[CH:21]=[CH:20][C:19]=1OS(C(F)(F)F)(=O)=O.CC1(C)C2C(=C(P(C3C=CC=CC=3)C3C=CC=CC=3)C=CC=2)OC2C(P(C3C=CC=CC=3)C3C=CC=CC=3)=CC=CC1=2.[O-]P([O-])([O-])=O.[K+].[K+].[K+]. (2) The reactants are: [Br:1][C:2]1[CH:3]=[CH:4][C:5]([O:11][CH2:12][C:13]2[CH:18]=[CH:17][CH:16]=[CH:15][CH:14]=2)=[C:6]([CH:10]=1)[C:7]([OH:9])=O.[CH:19]1N=C[N:21]([C:24]([N:26]2C=NC=C2)=[O:25])[CH:20]=1.O1C=CN=C1N.CC#N. Given the product [Br:1][C:2]1[CH:3]=[CH:4][C:5]([O:11][CH2:12][C:13]2[CH:18]=[CH:17][CH:16]=[CH:15][CH:14]=2)=[C:6]([CH:10]=1)[C:7]([NH:26][C:24]1[O:25][CH:19]=[CH:20][N:21]=1)=[O:9], predict the reactants needed to synthesize it. (3) Given the product [F:1][C:2]1[CH:3]=[C:4]2[C:9](=[CH:10][C:11]=1[F:12])[N:8]([CH2:22][C:21]1[CH:20]=[CH:19][C:18]([C:17]([F:16])([F:26])[F:27])=[CH:25][CH:24]=1)[CH:7]=[C:6]([C:13]#[N:14])[C:5]2=[O:15], predict the reactants needed to synthesize it. The reactants are: [F:1][C:2]1[CH:3]=[C:4]2[C:9](=[CH:10][C:11]=1[F:12])[NH:8][CH:7]=[C:6]([C:13]#[N:14])[C:5]2=[O:15].[F:16][C:17]([F:27])([F:26])[C:18]1[CH:25]=[CH:24][C:21]([CH2:22]Cl)=[CH:20][CH:19]=1. (4) Given the product [CH:11]1([NH:14][C:15](=[O:23])[C:16]2[CH:21]=[CH:20][C:19]([O:22][C:4]3[CH:5]=[CH:6][C:7]([CH:8]=[O:9])=[C:2]([CH3:1])[N:3]=3)=[CH:18][CH:17]=2)[CH2:12][CH2:13]1, predict the reactants needed to synthesize it. The reactants are: [CH3:1][C:2]1[C:7]([CH:8]=[O:9])=[CH:6][CH:5]=[C:4](Cl)[N:3]=1.[CH:11]1([NH:14][C:15](=[O:23])[C:16]2[CH:21]=[CH:20][C:19]([OH:22])=[CH:18][CH:17]=2)[CH2:13][CH2:12]1.C([O-])([O-])=O.[K+].[K+]. (5) Given the product [CH2:1]([C:3]1[CH:8]=[C:7]([O:9][CH2:10][C:11]2[CH:16]=[CH:15][C:14]([O:17][CH3:18])=[CH:13][CH:12]=2)[CH:6]=[CH:5][C:4]=1[NH2:19])[CH3:2], predict the reactants needed to synthesize it. The reactants are: [CH2:1]([C:3]1[CH:8]=[C:7]([O:9][CH2:10][C:11]2[CH:16]=[CH:15][C:14]([O:17][CH3:18])=[CH:13][CH:12]=2)[CH:6]=[CH:5][C:4]=1[N+:19]([O-])=O)[CH3:2].[NH4+].[Cl-].C(O)C.O. (6) Given the product [CH3:11][N:12]1[CH2:6][CH2:5][O:4][C:2](=[O:3])[C:1]1=[O:8], predict the reactants needed to synthesize it. The reactants are: [C:1]([O:8]CC)(=O)[C:2]([O:4][CH2:5][CH3:6])=[O:3].[CH3:11][NH:12]C(O)C.